Dataset: NCI-60 drug combinations with 297,098 pairs across 59 cell lines. Task: Regression. Given two drug SMILES strings and cell line genomic features, predict the synergy score measuring deviation from expected non-interaction effect. (1) Drug 1: CN1C(=O)N2C=NC(=C2N=N1)C(=O)N. Drug 2: CCCCC(=O)OCC(=O)C1(CC(C2=C(C1)C(=C3C(=C2O)C(=O)C4=C(C3=O)C=CC=C4OC)O)OC5CC(C(C(O5)C)O)NC(=O)C(F)(F)F)O. Cell line: OVCAR-4. Synergy scores: CSS=4.64, Synergy_ZIP=0.889, Synergy_Bliss=4.20, Synergy_Loewe=-13.2, Synergy_HSA=1.01. (2) Drug 1: C1=CC(=CC=C1CC(C(=O)O)N)N(CCCl)CCCl.Cl. Drug 2: C1=NNC2=C1C(=O)NC=N2. Cell line: NCI-H522. Synergy scores: CSS=15.6, Synergy_ZIP=-3.80, Synergy_Bliss=-0.560, Synergy_Loewe=0.0599, Synergy_HSA=1.31.